Dataset: Full USPTO retrosynthesis dataset with 1.9M reactions from patents (1976-2016). Task: Predict the reactants needed to synthesize the given product. (1) Given the product [Br:37][C:38]1[CH:39]=[N:40][C:41]([N:44]2[CH2:45][CH2:46][N:47]([C:2]3[N:7]=[CH:6][N:5]=[C:4]([NH:8][C:9]4[CH:10]=[N:11][N:12]([CH2:14][C@H:15]5[O:20][CH2:19][CH2:18][N:17]([C:21]([O:23][C:24]([CH3:27])([CH3:26])[CH3:25])=[O:22])[CH2:16]5)[CH:13]=4)[N:3]=3)[CH2:48][CH2:49]2)=[N:42][CH:43]=1, predict the reactants needed to synthesize it. The reactants are: Cl[C:2]1[N:7]=[CH:6][N:5]=[C:4]([NH:8][C:9]2[CH:10]=[N:11][N:12]([CH2:14][C@H:15]3[O:20][CH2:19][CH2:18][N:17]([C:21]([O:23][C:24]([CH3:27])([CH3:26])[CH3:25])=[O:22])[CH2:16]3)[CH:13]=2)[N:3]=1.C(N(C(C)C)CC)(C)C.[Br:37][C:38]1[CH:39]=[N:40][C:41]([N:44]2[CH2:49][CH2:48][NH:47][CH2:46][CH2:45]2)=[N:42][CH:43]=1. (2) Given the product [I:11][C:2]1[NH:1][C:9]2[CH2:8][CH2:7][NH:6][C:5](=[O:10])[C:4]=2[CH:3]=1, predict the reactants needed to synthesize it. The reactants are: [NH:1]1[C:9]2[CH2:8][CH2:7][NH:6][C:5](=[O:10])[C:4]=2[CH:3]=[CH:2]1.[I:11]N1C(=O)CCC1=O. (3) Given the product [F:28][C:29]([F:34])([F:33])[C:30]([OH:32])=[O:31].[NH2:20][CH2:19][CH2:18][C:16]1[CH:15]=[CH:14][N:13]=[C:12]([C:4]2[S:5][C:6]3[CH:11]=[CH:10][CH:9]=[CH:8][C:7]=3[C:2](=[O:1])[N:3]=2)[CH:17]=1, predict the reactants needed to synthesize it. The reactants are: [O:1]=[C:2]1[C:7]2[CH:8]=[CH:9][CH:10]=[CH:11][C:6]=2[S:5][C:4]([C:12]2[CH:17]=[C:16]([CH2:18][CH2:19][NH:20]C(=O)OC(C)(C)C)[CH:15]=[CH:14][N:13]=2)=[N:3]1.[F:28][C:29]([F:34])([F:33])[C:30]([OH:32])=[O:31]. (4) The reactants are: [C:1]([C:3]1[CH:4]=[C:5]([CH:20]=[CH:21][CH:22]=1)[CH2:6][CH:7]1[CH2:12][CH2:11][N:10](C(OC(C)(C)C)=O)[CH2:9][CH2:8]1)#[N:2].FC(F)(F)S(OS(C(F)(F)F)(=O)=O)(=O)=[O:26].C(=O)(O)[O-].[Na+].[Cl:43]CCl. Given the product [ClH:43].[NH:10]1[CH2:11][CH2:12][CH:7]([CH2:6][C:5]2[CH:4]=[C:3]([CH:22]=[CH:21][CH:20]=2)[C:1]([NH2:2])=[O:26])[CH2:8][CH2:9]1, predict the reactants needed to synthesize it. (5) Given the product [N:8]12[CH2:9][CH2:10][C:11]([C:16]([C:1]3[CH:6]=[CH:5][CH:4]=[CH:3][CH:2]=3)([C:1]3[CH:6]=[CH:5][CH:4]=[CH:3][CH:2]=3)[OH:18])([CH2:12][CH2:13]1)[CH2:14][CH2:15]2, predict the reactants needed to synthesize it. The reactants are: [C:1]1([Li])[CH:6]=[CH:5][CH:4]=[CH:3][CH:2]=1.[N:8]12[CH2:15][CH2:14][C:11]([C:16]([O:18]CC)=O)([CH2:12][CH2:13]1)[CH2:10][CH2:9]2.